Dataset: Full USPTO retrosynthesis dataset with 1.9M reactions from patents (1976-2016). Task: Predict the reactants needed to synthesize the given product. (1) Given the product [Cl:18][C:4]1[CH:5]=[C:6]([N:10]2[C:15](=[O:16])[NH:14][C:13](=[O:17])[CH:12]=[N:11]2)[CH:7]=[C:8]([Cl:9])[C:3]=1[CH:2]([C:19]1[CH:24]=[CH:23][C:22]([Cl:25])=[CH:21][CH:20]=1)[NH:32][C:27]1[N:28]=[CH:29][CH:30]=[CH:31][N:26]=1, predict the reactants needed to synthesize it. The reactants are: Cl[CH:2]([C:19]1[CH:24]=[CH:23][C:22]([Cl:25])=[CH:21][CH:20]=1)[C:3]1[C:8]([Cl:9])=[CH:7][C:6]([N:10]2[C:15](=[O:16])[NH:14][C:13](=[O:17])[CH:12]=[N:11]2)=[CH:5][C:4]=1[Cl:18].[N:26]1[CH:31]=[CH:30][CH:29]=[N:28][C:27]=1[NH2:32]. (2) Given the product [C:12]([O:11][C:9]([N:6]1[CH2:7][CH2:8][N:3]([CH:1]=[O:2])[CH:4]([C:16]([O-:18])=[O:17])[CH2:5]1)=[O:10])([CH3:15])([CH3:13])[CH3:14].[Li+:20], predict the reactants needed to synthesize it. The reactants are: [CH:1]([N:3]1[CH2:8][CH2:7][N:6]([C:9]([O:11][C:12]([CH3:15])([CH3:14])[CH3:13])=[O:10])[CH2:5][CH:4]1[C:16]([O:18]C)=[O:17])=[O:2].[Li+:20].[OH-]. (3) The reactants are: [C:1]([C:5]1[C:6]([OH:15])=[C:7]([C:11]([CH3:14])=[CH:12][CH:13]=1)[C:8]([OH:10])=O)([CH3:4])([CH3:3])[CH3:2].[Cl:16][C:17]1[CH:23]=[C:22]([S:24]([C:27]([F:30])([F:29])[F:28])(=[O:26])=[O:25])[CH:21]=[CH:20][C:18]=1[NH2:19]. Given the product [C:1]([C:5]1[C:6]([OH:15])=[C:7]([C:11]([CH3:14])=[CH:12][CH:13]=1)[C:8]([NH:19][C:18]1[CH:20]=[CH:21][C:22]([S:24]([C:27]([F:30])([F:28])[F:29])(=[O:26])=[O:25])=[CH:23][C:17]=1[Cl:16])=[O:10])([CH3:2])([CH3:3])[CH3:4], predict the reactants needed to synthesize it.